The task is: Predict the product of the given reaction.. This data is from Forward reaction prediction with 1.9M reactions from USPTO patents (1976-2016). (1) Given the reactants [I:1][C:2]1[CH:17]=[CH:16][C:5]2[NH:6][C:7]([CH2:12][C:13](O)=[O:14])=[N:8][S:9](=[O:11])(=[O:10])[C:4]=2[CH:3]=1.C([O:21][C:22]([C:24]1[N:25]([NH:29][CH2:30][CH2:31][CH:32]([CH3:34])[CH3:33])[CH:26]=[CH:27][CH:28]=1)=O)C=C.ClCCl.[O-]CC.[Na+].Cl, predict the reaction product. The product is: [OH:21][C:22]1[C:24]2[N:25]([CH:26]=[CH:27][CH:28]=2)[N:29]([CH2:30][CH2:31][CH:32]([CH3:34])[CH3:33])[C:13](=[O:14])[C:12]=1[C:7]1[NH:6][C:5]2[CH:16]=[CH:17][C:2]([I:1])=[CH:3][C:4]=2[S:9](=[O:11])(=[O:10])[N:8]=1. (2) Given the reactants [C:1]([C:5]1[C:6]([OH:20])=[C:7]([CH:13]=[C:14]([C:16]([CH3:19])([CH3:18])[CH3:17])[CH:15]=1)[CH2:8][O:9][C:10](=O)C)([CH3:4])([CH3:3])[CH3:2].CCCCCC, predict the reaction product. The product is: [C:1]([C:5]1[CH:15]=[C:14]([C:16]([CH3:18])([CH3:17])[CH3:19])[CH:13]=[C:7]([CH2:8][O:9][CH3:10])[C:6]=1[OH:20])([CH3:2])([CH3:3])[CH3:4]. (3) Given the reactants C([Li])CCC.Br[C:7]1[CH:12]=[C:11]([CH3:13])[N:10]=[C:9]([CH:14]([F:16])[F:15])[CH:8]=1.[Br:17][C:18]1[CH:19]=[C:20](/[C:24](/[C:32]2[CH:37]=[CH:36][CH:35]=[C:34]([F:38])[C:33]=2[C:39]#[N:40])=[N:25]\S(C(C)(C)C)=O)[CH:21]=[CH:22][CH:23]=1.Cl, predict the reaction product. The product is: [Br:17][C:18]1[CH:19]=[C:20]([C:24]2([C:7]3[CH:12]=[C:11]([CH3:13])[N:10]=[C:9]([CH:14]([F:16])[F:15])[CH:8]=3)[C:32]3[C:33](=[C:34]([F:38])[CH:35]=[CH:36][CH:37]=3)[C:39]([NH2:40])=[N:25]2)[CH:21]=[CH:22][CH:23]=1. (4) Given the reactants [F:1][C:2]1[CH:7]=[C:6]([N+:8]([O-:10])=[O:9])[C:5](F)=[CH:4][C:3]=1[O:12][CH3:13].[O:14]1[CH2:19][CH2:18][CH2:17][CH2:16][CH:15]1[O:20][CH2:21][CH2:22][O:23][CH:24]1[CH2:27][N:26]([C:28]2[CH:33]=[CH:32][C:31]([NH2:34])=[CH:30][CH:29]=2)[CH2:25]1.C(N(C(C)C)CC)(C)C.O, predict the reaction product. The product is: [F:1][C:2]1[C:3]([O:12][CH3:13])=[CH:4][C:5]([NH:34][C:31]2[CH:32]=[CH:33][C:28]([N:26]3[CH2:27][CH:24]([O:23][CH2:22][CH2:21][O:20][CH:15]4[CH2:16][CH2:17][CH2:18][CH2:19][O:14]4)[CH2:25]3)=[CH:29][CH:30]=2)=[C:6]([N+:8]([O-:10])=[O:9])[CH:7]=1. (5) Given the reactants [OH:1][C:2]1[C:7]([C:8]2[CH:13]=[CH:12][CH:11]=[CH:10][CH:9]=2)=[CH:6][NH:5][C:4](=[O:14])[CH:3]=1.CS(C1C=CNC(=O)C=1)(=O)=O.CS(O[CH:31]1[CH2:36][CH2:35][N:34]([C:37]2[N:42]=[CH:41][C:40]([CH2:43][CH2:44][CH3:45])=[CH:39][N:38]=2)[CH2:33][CH2:32]1)(=O)=O.CS(OC1CCN(C(OC(C)(C)C)=O)CC1)(=O)=O, predict the reaction product. The product is: [C:8]1([C:7]2[C:2]([O:1][CH:31]3[CH2:36][CH2:35][N:34]([C:37]4[N:38]=[CH:39][C:40]([CH2:43][CH2:44][CH3:45])=[CH:41][N:42]=4)[CH2:33][CH2:32]3)=[CH:3][C:4](=[O:14])[NH:5][CH:6]=2)[CH:9]=[CH:10][CH:11]=[CH:12][CH:13]=1. (6) Given the reactants Cl[C:2]1[CH:7]=[C:6]([C:8]2[CH:13]=[CH:12][CH:11]=[CH:10][N:9]=2)[N:5]=[C:4]([C:14]2[CH:19]=[CH:18][CH:17]=[CH:16][N:15]=2)[CH:3]=1.[CH2:20]([O-:22])[CH3:21].[Na+], predict the reaction product. The product is: [CH2:20]([O:22][C:2]1[CH:7]=[C:6]([C:8]2[CH:13]=[CH:12][CH:11]=[CH:10][N:9]=2)[N:5]=[C:4]([C:14]2[CH:19]=[CH:18][CH:17]=[CH:16][N:15]=2)[CH:3]=1)[CH3:21]. (7) Given the reactants [CH3:1][N:2]([CH3:24])[C:3]1[N:23]=[C:6]2[CH:7]=[C:8]([NH:11][C:12]([C:14]3[N:18]([CH3:19])[N:17]=[CH:16][C:15]=3[C:20]([OH:22])=O)=[O:13])[CH:9]=[CH:10][N:5]2[N:4]=1.Cl.[F:26][CH:27]1[CH2:30][NH:29][CH2:28]1.CCCP(=O)=O.C(N(C(C)C)CC)(C)C, predict the reaction product. The product is: [CH3:1][N:2]([CH3:24])[C:3]1[N:23]=[C:6]2[CH:7]=[C:8]([NH:11][C:12]([C:14]3[N:18]([CH3:19])[N:17]=[CH:16][C:15]=3[C:20]([N:29]3[CH2:30][CH:27]([F:26])[CH2:28]3)=[O:22])=[O:13])[CH:9]=[CH:10][N:5]2[N:4]=1.